From a dataset of Catalyst prediction with 721,799 reactions and 888 catalyst types from USPTO. Predict which catalyst facilitates the given reaction. (1) Reactant: [Br:1][C:2]1[CH:3]=[C:4]([NH2:8])[CH:5]=[N:6][CH:7]=1.[F:9][C:10]([F:21])([F:20])[C:11](O[C:11](=[O:12])[C:10]([F:21])([F:20])[F:9])=[O:12].C([O-])(O)=O.[Na+]. Product: [Br:1][C:2]1[CH:3]=[C:4]([NH:8][C:11](=[O:12])[C:10]([F:21])([F:20])[F:9])[CH:5]=[N:6][CH:7]=1. The catalyst class is: 1. (2) Reactant: [C:1]([C:3]1[C:11]2[C:6](=[CH:7][CH:8]=[C:9]([CH2:12][CH2:13][N:14]=[N+]=[N-])[CH:10]=2)[NH:5][CH:4]=1)#[N:2].C1(P([C:30]2[CH:35]=[CH:34]C=CC=2)C2C=CC=CC=2)C=CC=CC=1.[C:36](=O)([OH:38])[O-:37].[Na+].Cl[C:42]([O:44][CH2:45][CH:46]=[CH2:47])=[O:43]. Product: [CH2:45]([O:44][C:42]([N:5]1[C:6]2[C:11](=[CH:10][C:9]([CH2:12][CH2:13][NH:14][C:36]([O:38][CH2:34][CH:35]=[CH2:30])=[O:37])=[CH:8][CH:7]=2)[C:3]([C:1]#[N:2])=[CH:4]1)=[O:43])[CH:46]=[CH2:47]. The catalyst class is: 375.